This data is from Catalyst prediction with 721,799 reactions and 888 catalyst types from USPTO. The task is: Predict which catalyst facilitates the given reaction. Reactant: [C:1]([N:4]1[C:13]2[C:8](=[CH:9][C:10]([C:14]3[CH2:19][CH2:18][N:17]([C:20]([O:22][C:23]([CH3:26])([CH3:25])[CH3:24])=[O:21])[CH2:16][CH:15]=3)=[CH:11][CH:12]=2)[C@H:7]([NH:27][C:28]2[CH:33]=[CH:32][C:31]([C:34](=[O:37])[NH:35][CH3:36])=[CH:30][CH:29]=2)[C@@H:6]([CH3:38])[C@@H:5]1[CH:39]1[CH2:41][CH2:40]1)(=[O:3])[CH3:2]. Product: [C:1]([N:4]1[C:13]2[C:8](=[CH:9][C:10]([CH:14]3[CH2:15][CH2:16][N:17]([C:20]([O:22][C:23]([CH3:25])([CH3:26])[CH3:24])=[O:21])[CH2:18][CH2:19]3)=[CH:11][CH:12]=2)[C@H:7]([NH:27][C:28]2[CH:33]=[CH:32][C:31]([C:34](=[O:37])[NH:35][CH3:36])=[CH:30][CH:29]=2)[C@@H:6]([CH3:38])[C@@H:5]1[CH:39]1[CH2:40][CH2:41]1)(=[O:3])[CH3:2]. The catalyst class is: 29.